This data is from Peptide-MHC class I binding affinity with 185,985 pairs from IEDB/IMGT. The task is: Regression. Given a peptide amino acid sequence and an MHC pseudo amino acid sequence, predict their binding affinity value. This is MHC class I binding data. (1) The peptide sequence is KYNSHHFTF. The MHC is HLA-C07:02 with pseudo-sequence HLA-C07:02. The binding affinity (normalized) is 0.898. (2) The peptide sequence is RQLNMEKREV. The MHC is H-2-Db with pseudo-sequence H-2-Db. The binding affinity (normalized) is 0.112. (3) The peptide sequence is FPVRPQVPL. The binding affinity (normalized) is 0. The MHC is HLA-A29:02 with pseudo-sequence HLA-A29:02. (4) The peptide sequence is QTMLFTMLR. The MHC is HLA-A33:01 with pseudo-sequence HLA-A33:01. The binding affinity (normalized) is 0.980. (5) The peptide sequence is KTDVTPNY. The MHC is Mamu-A02 with pseudo-sequence Mamu-A02. The binding affinity (normalized) is 0.644. (6) The peptide sequence is HNFCNLTSA. The MHC is H-2-Db with pseudo-sequence H-2-Db. The binding affinity (normalized) is 0.0641. (7) The peptide sequence is VTSPLTGNNT. The MHC is HLA-A68:02 with pseudo-sequence HLA-A68:02. The binding affinity (normalized) is 0.424. (8) The peptide sequence is TRAPAPFPL. The MHC is HLA-A11:01 with pseudo-sequence HLA-A11:01. The binding affinity (normalized) is 0.213. (9) The peptide sequence is VERRLVKVL. The MHC is HLA-B46:01 with pseudo-sequence HLA-B46:01. The binding affinity (normalized) is 0.0847.